From a dataset of Catalyst prediction with 721,799 reactions and 888 catalyst types from USPTO. Predict which catalyst facilitates the given reaction. (1) Reactant: [Cl:1][C:2]1[CH:9]=[CH:8][C:5]([C:6]#[N:7])=[C:4]([O:10][C:11]2[CH:16]=[CH:15][CH:14]=[C:13]([CH:17]=O)[CH:12]=2)[CH:3]=1.[CH3:19][NH:20][CH3:21].C([BH3-])#N.[Na+].[C:26]([OH:33])(=[O:32])/[CH:27]=[CH:28]/[C:29]([OH:31])=[O:30]. Product: [C:26]([OH:33])(=[O:32])/[CH:27]=[CH:28]/[C:29]([OH:31])=[O:30].[Cl:1][C:2]1[CH:9]=[CH:8][C:5]([C:6]#[N:7])=[C:4]([O:10][C:11]2[CH:16]=[CH:15][CH:14]=[C:13]([CH2:17][N:20]([CH3:21])[CH3:19])[CH:12]=2)[CH:3]=1. The catalyst class is: 404. (2) Reactant: [H-].[Na+].[CH3:3][NH:4][C:5](=[O:10])[C:6]([F:9])([F:8])[F:7].Br[CH:12]=[CH:13][CH2:14][CH2:15][CH2:16][CH3:17]. Product: [CH2:17]([N:4]([CH3:3])[C:5](=[O:10])[C:6]([F:9])([F:8])[F:7])[CH2:16][CH2:15][CH2:14][CH:13]=[CH2:12]. The catalyst class is: 3. (3) Reactant: [Cl:1][C:2]1[CH:3]=[C:4]([CH:24]=[CH:25][C:26]=1[F:27])[CH2:5][N:6]1[CH2:15][CH2:14][C:13]2[C:8](=[C:9]([OH:22])[C:10](=[O:21])[N:11]3[CH2:19][CH2:18][NH:17][C:16](=[O:20])[C:12]3=2)[C:7]1=[O:23].[H-].[Na+].[CH3:30]I. Product: [Cl:1][C:2]1[CH:3]=[C:4]([CH:24]=[CH:25][C:26]=1[F:27])[CH2:5][N:6]1[CH2:15][CH2:14][C:13]2[C:8](=[C:9]([OH:22])[C:10](=[O:21])[N:11]3[CH2:19][CH2:18][N:17]([CH3:30])[C:16](=[O:20])[C:12]3=2)[C:7]1=[O:23]. The catalyst class is: 3. (4) Reactant: [CH3:1][O:2][C:3]1[CH:8]=[CH:7][CH:6]=[CH:5][C:4]=1[C:9]1[NH:26][C:13]2[CH2:14][CH2:15][N:16]([C:19]([O:21][C:22]([CH3:25])([CH3:24])[CH3:23])=[O:20])[CH2:17][CH2:18][C:12]=2[C:11](=[O:27])[N:10]=1.[H-].[Li+].[Li+].[Br-].Br[CH2:33][CH2:34][C:35]1[CH:40]=[CH:39][CH:38]=[CH:37][CH:36]=1. Product: [CH3:1][O:2][C:3]1[CH:8]=[CH:7][CH:6]=[CH:5][C:4]=1[C:9]1[N:10]([CH2:33][CH2:34][C:35]2[CH:40]=[CH:39][CH:38]=[CH:37][CH:36]=2)[C:11](=[O:27])[C:12]2[CH2:18][CH2:17][N:16]([C:19]([O:21][C:22]([CH3:24])([CH3:23])[CH3:25])=[O:20])[CH2:15][CH2:14][C:13]=2[N:26]=1. The catalyst class is: 3. (5) Reactant: [C:1]([O:4][C@H:5]1[CH2:22][CH2:21][C@@:20]2([CH3:23])[C@@H:7]([CH2:8][CH2:9][C@:10]3([CH3:46])[C@@H:19]2[CH2:18][CH2:17][C@H:16]2[C@@:11]3([CH3:45])[CH2:12][CH2:13][C@@:14]3([C:30](=[O:44])[NH:31][C@@H:32]4[CH2:36][CH2:35][C@H:34]([CH2:37][N:38]5[CH2:43][CH2:42][O:41][CH2:40][CH2:39]5)[CH2:33]4)[CH2:26][CH2:25][C@@H:24]([C:27]([CH3:29])=[CH2:28])[C@@H:15]32)[C:6]1([CH3:48])[CH3:47])(=[O:3])[CH3:2].N1C=CC=CC=1.[CH3:55][C:56]1(C)[CH2:60]C(=O)[O:58][C:57]1=[O:62]. Product: [CH3:55][C:56]([CH3:60])([CH2:2][C:1](=[O:3])[O:4][C@H:5]1[CH2:22][CH2:21][C@@:20]2([CH3:23])[C@@H:7]([CH2:8][CH2:9][C@:10]3([CH3:46])[C@@H:19]2[CH2:18][CH2:17][C@H:16]2[C@@:11]3([CH3:45])[CH2:12][CH2:13][C@@:14]3([C:30](=[O:44])[NH:31][C@@H:32]4[CH2:36][CH2:35][C@H:34]([CH2:37][N:38]5[CH2:43][CH2:42][O:41][CH2:40][CH2:39]5)[CH2:33]4)[CH2:26][CH2:25][C@@H:24]([C:27]([CH3:29])=[CH2:28])[C@@H:15]32)[C:6]1([CH3:48])[CH3:47])[C:57]([OH:62])=[O:58]. The catalyst class is: 13. (6) Reactant: [NH2:1][C:2]1[CH:7]=[CH:6][C:5]([CH3:8])=[CH:4][CH:3]=1.[Li]CCCC.Cl[Si:15]([CH3:27])([CH3:26])[C:16]1[CH:17]=[CH:18][CH:19]=[C:20]2[C:24]=1[CH2:23][C:22]([CH3:25])=[CH:21]2. Product: [CH3:8][C:5]1[CH:6]=[CH:7][C:2]([NH:1][Si:15]([CH3:26])([CH3:27])[C:16]2[CH:17]=[CH:18][CH:19]=[C:20]3[C:24]=2[CH2:23][C:22]([CH3:25])=[CH:21]3)=[CH:3][CH:4]=1. The catalyst class is: 1. (7) Reactant: CN(C(ON1N=NC2C=CC=CC1=2)=[N+](C)C)C.[B-](F)(F)(F)F.[CH3:23][C:24]1[C:28]([C:29]([OH:31])=O)=[C:27]([CH2:32][C:33](=[O:40])[C:34]2[CH:39]=[CH:38][CH:37]=[CH:36][CH:35]=2)[O:26][N:25]=1.C(N(C(C)C)C(C)C)C.[CH2:50]1[C:58]2[C:53](=[CH:54][CH:55]=[CH:56][CH:57]=2)[CH2:52][NH:51]1. Product: [CH2:50]1[C:58]2[C:53](=[CH:54][CH:55]=[CH:56][CH:57]=2)[CH2:52][N:51]1[C:29]([C:28]1[C:24]([CH3:23])=[N:25][O:26][C:27]=1[CH2:32][C:33]([C:34]1[CH:39]=[CH:38][CH:37]=[CH:36][CH:35]=1)=[O:40])=[O:31]. The catalyst class is: 479.